Task: Predict which catalyst facilitates the given reaction.. Dataset: Catalyst prediction with 721,799 reactions and 888 catalyst types from USPTO (1) Reactant: [H-].[Na+].[NH:3]1[C:7]2[CH:8]=[CH:9][C:10]([C:12]3[NH:13][C:14]4[N:15]([N:19]=[CH:20][C:21]=4[C:22]([NH:24][CH2:25][C:26]#[CH:27])=[O:23])[C:16](=[O:18])[CH:17]=3)=[CH:11][C:6]=2[N:5]=[N:4]1. Product: [NH:3]1[C:7]2[CH:8]=[CH:9][C:10]([C:12]3[NH:13][C:14]4[N:15]([N:19]=[CH:20][C:21]=4[C:22]4[O:23][C:26]([CH3:27])=[CH:25][N:24]=4)[C:16](=[O:18])[CH:17]=3)=[CH:11][C:6]=2[N:5]=[N:4]1. The catalyst class is: 16. (2) Reactant: C([O:3][C:4](=[O:19])[C:5]([NH:7][C:8]1[CH:18]=[CH:17][C:11]2[NH:12][C:13](=[O:16])[CH2:14][O:15][C:10]=2[CH:9]=1)=[O:6])C.[OH-].[K+]. Product: [O:16]=[C:13]1[NH:12][C:11]2[CH:17]=[CH:18][C:8]([NH:7][C:5](=[O:6])[C:4]([OH:19])=[O:3])=[CH:9][C:10]=2[O:15][CH2:14]1. The catalyst class is: 6. (3) Reactant: [NH2:1][CH:2]1[C:10]2[C:9]([CH3:11])=[N:8][C:7]([N:12]([CH2:22][CH3:23])[C:13]3[C:18]([CH3:19])=[CH:17][C:16]([CH3:20])=[CH:15][C:14]=3[CH3:21])=[N:6][C:5]=2[N:4]([CH:24]([CH2:27][CH3:28])[CH2:25][CH3:26])[C:3]1=[O:29].[N:30]([CH:33]([CH3:35])[CH3:34])=[C:31]=[O:32].CN(CCCN)C.O. Product: [CH2:25]([CH:24]([N:4]1[C:5]2[N:6]=[C:7]([N:12]([CH2:22][CH3:23])[C:13]3[C:18]([CH3:19])=[CH:17][C:16]([CH3:20])=[CH:15][C:14]=3[CH3:21])[N:8]=[C:9]([CH3:11])[C:10]=2[CH:2]([NH:1][C:31]([NH:30][CH:33]([CH3:35])[CH3:34])=[O:32])[C:3]1=[O:29])[CH2:27][CH3:28])[CH3:26]. The catalyst class is: 12. (4) Reactant: Cl.[F:2][C:3]1[CH:21]=[C:20]([S:22]([CH3:25])(=[O:24])=[O:23])[CH:19]=[CH:18][C:4]=1[O:5][C@H:6]1[CH2:10][CH2:9][N:8]([CH:11]2[CH2:16][CH2:15][NH:14][CH2:13][CH2:12]2)[C:7]1=[O:17].C(N(C(C)C)C(C)C)C.Cl[C:36]1[S:40][N:39]=[C:38]([C:41]([F:44])([F:43])[F:42])[N:37]=1. Product: [F:2][C:3]1[CH:21]=[C:20]([S:22]([CH3:25])(=[O:24])=[O:23])[CH:19]=[CH:18][C:4]=1[O:5][C@H:6]1[CH2:10][CH2:9][N:8]([CH:11]2[CH2:12][CH2:13][N:14]([C:36]3[S:40][N:39]=[C:38]([C:41]([F:44])([F:43])[F:42])[N:37]=3)[CH2:15][CH2:16]2)[C:7]1=[O:17]. The catalyst class is: 31. (5) Reactant: [Cl:1][CH2:2][C:3]([NH2:5])=[O:4].C(Cl)(=O)[C:7](Cl)=[O:8].[C:12]([OH:16])([CH3:15])([CH3:14])[CH3:13].ClCCCl.C(=O)([O-])O.[Na+]. Product: [C:12]([O:16][C:7](=[O:8])[NH:5][C:3](=[O:4])[CH2:2][Cl:1])([CH3:15])([CH3:14])[CH3:13]. The catalyst class is: 26. (6) Reactant: C([O:8][C@H:9]1[C@H:14]([O:15][CH2:16][C:17]2[CH:22]=[CH:21][CH:20]=[CH:19][CH:18]=2)[C@@H:13]([O:23][CH2:24][C:25]2[CH:30]=[CH:29][CH:28]=[CH:27][CH:26]=2)[C@@:12]([C:33]2[CH:38]=[CH:37][C:36]([Cl:39])=[C:35]([CH2:40][C:41]3[CH:46]=[CH:45][C:44]([O:47][CH2:48][CH3:49])=[CH:43][CH:42]=3)[CH:34]=2)([O:31]C)[O:11][C:10]1([CH2:52]O)[CH2:50][OH:51])C1C=CC=CC=1.O.[C:55]1([CH3:65])[CH:60]=[CH:59][C:58](S(O)(=O)=O)=[CH:57][CH:56]=1. Product: [CH2:65]([O:8][C@H:9]1[C@H:14]([O:15][CH2:16][C:17]2[CH:18]=[CH:19][CH:20]=[CH:21][CH:22]=2)[C@@H:13]([O:23][CH2:24][C:25]2[CH:30]=[CH:29][CH:28]=[CH:27][CH:26]=2)[C@:12]2([C:33]3[CH:38]=[CH:37][C:36]([Cl:39])=[C:35]([CH2:40][C:41]4[CH:46]=[CH:45][C:44]([O:47][CH2:48][CH3:49])=[CH:43][CH:42]=4)[CH:34]=3)[O:11][C@@:10]1([CH2:50][OH:51])[CH2:52][O:31]2)[C:55]1[CH:60]=[CH:59][CH:58]=[CH:57][CH:56]=1. The catalyst class is: 4.